This data is from Catalyst prediction with 721,799 reactions and 888 catalyst types from USPTO. The task is: Predict which catalyst facilitates the given reaction. (1) Product: [Cl:11][C:10]1[CH:9]=[CH:8][N:7]2[C:6]=1[C:4](=[O:5])[NH:22][C:20]([CH3:21])=[N:12]2. The catalyst class is: 10. Reactant: Cl.CO[C:4]([C:6]1[N:7]([NH2:12])[CH:8]=[CH:9][C:10]=1[Cl:11])=[O:5].FC(F)(F)C(O)=O.[CH2:20]([N:22](CC)CC)[CH3:21]. (2) Product: [CH3:24][N:21]1[CH2:22][CH2:23][N:18]([C@H:15]2[CH2:16][CH2:17][C@H:12]([N:4]3[C:5]4=[N:6][CH:7]=[N:8][C:9]([NH2:11])=[C:10]4[C:2]([C:35]4[CH:34]=[N:33][C:32]([O:25][C:26]5[CH:27]=[CH:28][CH:29]=[CH:30][CH:31]=5)=[N:37][CH:36]=4)=[N:3]3)[CH2:13][CH2:14]2)[CH2:19][CH2:20]1. Reactant: I[C:2]1[C:10]2[C:5](=[N:6][CH:7]=[N:8][C:9]=2[NH2:11])[N:4]([C@H:12]2[CH2:17][CH2:16][C@H:15]([N:18]3[CH2:23][CH2:22][N:21]([CH3:24])[CH2:20][CH2:19]3)[CH2:14][CH2:13]2)[N:3]=1.[O:25]([C:32]1[N:37]=[CH:36][C:35](B2OC(C)(C)C(C)(C)O2)=[CH:34][N:33]=1)[C:26]1[CH:31]=[CH:30][CH:29]=[CH:28][CH:27]=1.C(=O)([O-])[O-].[Na+].[Na+]. The catalyst class is: 108. (3) Reactant: [OH:1][CH:2]1[CH2:5][N:4]([C:6]([O:8][C:9]([CH3:12])([CH3:11])[CH3:10])=[O:7])[CH2:3]1.F[C:14]1[CH:19]=[CH:18][C:17]([N+:20]([O-:22])=[O:21])=[CH:16][CH:15]=1.[OH-].[K+]. Product: [N+:20]([C:17]1[CH:18]=[CH:19][C:14]([O:1][CH:2]2[CH2:3][N:4]([C:6]([O:8][C:9]([CH3:12])([CH3:11])[CH3:10])=[O:7])[CH2:5]2)=[CH:15][CH:16]=1)([O-:22])=[O:21]. The catalyst class is: 568. (4) Reactant: [CH:1]1([NH:7][C:8]2[C:12]3([CH2:17][CH2:16][N:15]([CH2:18][C:19]4[CH:24]=[CH:23][CH:22]=[C:21]([NH2:25])[CH:20]=4)[CH2:14][CH2:13]3)[N:11]([C:26]3[CH:31]=[CH:30][CH:29]=[C:28]([F:32])[CH:27]=3)[C:10](=[O:33])[N:9]=2)[CH2:6][CH2:5][CH2:4][CH2:3][CH2:2]1.[C:34](Cl)(=[O:36])[CH3:35].C([O-])([O-])=O.[K+].[K+]. Product: [CH:1]1([NH:7][C:8]2[C:12]3([CH2:17][CH2:16][N:15]([CH2:18][C:19]4[CH:20]=[C:21]([NH:25][C:34](=[O:36])[CH3:35])[CH:22]=[CH:23][CH:24]=4)[CH2:14][CH2:13]3)[N:11]([C:26]3[CH:31]=[CH:30][CH:29]=[C:28]([F:32])[CH:27]=3)[C:10](=[O:33])[N:9]=2)[CH2:6][CH2:5][CH2:4][CH2:3][CH2:2]1. The catalyst class is: 2. (5) Reactant: [CH:1]1([N:6]2[CH2:12][C:11]3([CH2:14][CH2:13]3)[C:10](=[O:15])[N:9]([CH3:16])[C:8]3[CH:17]=[N:18][C:19]([NH:21][C:22]4[CH:30]=[CH:29][C:25]([C:26]([OH:28])=O)=[CH:24][C:23]=4[O:31][CH3:32])=[N:20][C:7]2=3)[CH2:5][CH2:4][CH2:3][CH2:2]1.CCN(C(C)C)C(C)C.CN(C(ON1N=NC2C=CC=CC1=2)=[N+](C)C)C.[B-](F)(F)(F)F.[NH2:64][N:65]1[CH2:70][CH2:69][N:68]([CH2:71][CH2:72][OH:73])[CH2:67][CH2:66]1. The catalyst class is: 2. Product: [CH:1]1([N:6]2[CH2:12][C:11]3([CH2:14][CH2:13]3)[C:10](=[O:15])[N:9]([CH3:16])[C:8]3[CH:17]=[N:18][C:19]([NH:21][C:22]4[CH:30]=[CH:29][C:25]([C:26]([NH:64][N:65]5[CH2:70][CH2:69][N:68]([CH2:71][CH2:72][OH:73])[CH2:67][CH2:66]5)=[O:28])=[CH:24][C:23]=4[O:31][CH3:32])=[N:20][C:7]2=3)[CH2:2][CH2:3][CH2:4][CH2:5]1. (6) Reactant: [Cl:1][C:2]1[N:7]=[CH:6][C:5]([C:8](=[O:10])[CH3:9])=[CH:4][N:3]=1.[CH3:11][Mg+].[Br-]. Product: [Cl:1][C:2]1[N:7]=[CH:6][C:5]([C:8]([OH:10])([CH3:11])[CH3:9])=[CH:4][N:3]=1. The catalyst class is: 1. (7) Reactant: [CH:1]1([NH2:7])[CH2:6][CH2:5][CH2:4][CH2:3][CH2:2]1.C([O:10][C:11]([C:13]1[C:14](=[O:33])[N:15]([CH2:25][C:26]2[CH:31]=[CH:30][C:29]([F:32])=[CH:28][CH:27]=2)[C:16]2[C:21]([C:22]=1[OH:23])=[CH:20][C:19]([CH3:24])=[CH:18][CH:17]=2)=O)C. Product: [CH:1]1([NH:7][C:11]([C:13]2[C:14](=[O:33])[N:15]([CH2:25][C:26]3[CH:31]=[CH:30][C:29]([F:32])=[CH:28][CH:27]=3)[C:16]3[C:21]([C:22]=2[OH:23])=[CH:20][C:19]([CH3:24])=[CH:18][CH:17]=3)=[O:10])[CH2:6][CH2:5][CH2:4][CH2:3][CH2:2]1. The catalyst class is: 93.